Dataset: CYP2C19 inhibition data for predicting drug metabolism from PubChem BioAssay. Task: Regression/Classification. Given a drug SMILES string, predict its absorption, distribution, metabolism, or excretion properties. Task type varies by dataset: regression for continuous measurements (e.g., permeability, clearance, half-life) or binary classification for categorical outcomes (e.g., BBB penetration, CYP inhibition). Dataset: cyp2c19_veith. (1) The molecule is COc1ccc2c(C)cc(C)nc2n1. The result is 0 (non-inhibitor). (2) The molecule is N=C(N)SCc1cc(Cl)cc(Cl)c1O. The result is 0 (non-inhibitor). (3) The compound is N[C@H](C(=O)O)[C@H](OCc1ccccc1)C(=O)O. The result is 1 (inhibitor). (4) The compound is Cc1cccc(CNc2ccnc(-c3ccc(N(C)C)cc3)n2)c1. The result is 1 (inhibitor). (5) The molecule is COC(=O)N1CCC[C@@]2(CCN(c3ccccc3)C2)C1. The result is 1 (inhibitor). (6) The compound is COc1ccc(CNc2ncncc2-c2cccnc2)c(OC)c1. The result is 1 (inhibitor). (7) The molecule is C[C@H](N)[C@H](O)c1cccc(O)c1.O=C(O)[C@@H](O)[C@@H](O)C(=O)O.O=C(O)[C@@H](O)[C@@H](O)C(=O)O. The result is 0 (non-inhibitor). (8) The drug is Cc1c(C(=O)O)sc2nc(C)n(C)c(=O)c12. The result is 0 (non-inhibitor).